From a dataset of Forward reaction prediction with 1.9M reactions from USPTO patents (1976-2016). Predict the product of the given reaction. (1) Given the reactants [CH2:1]([O:3][C:4]([C:6]1[NH:7][C:8]2[C:13]([CH:14]=1)=[CH:12][CH:11]=[C:10](Br)[CH:9]=2)=[O:5])[CH3:2].[C:16]([C:20]1[CH:25]=[CH:24][C:23](B(O)O)=[CH:22][CH:21]=1)([CH3:19])([CH3:18])[CH3:17].[O-]P([O-])([O-])=O.[K+].[K+].[K+].C(P(C(C)(C)C)C1C=CC=CC=1C1C=CC=CC=1P(C(C)(C)C)C(C)(C)C)(C)(C)C.C([O-])(O)=O.[Na+], predict the reaction product. The product is: [CH2:1]([O:3][C:4]([C:6]1[NH:7][C:8]2[C:13]([CH:14]=1)=[CH:12][CH:11]=[C:10]([C:23]1[CH:24]=[CH:25][C:20]([C:16]([CH3:19])([CH3:18])[CH3:17])=[CH:21][CH:22]=1)[CH:9]=2)=[O:5])[CH3:2]. (2) Given the reactants [N:1]1[CH:6]=[CH:5][CH:4]=[C:3]([CH:7]=O)[CH:2]=1.Cl.[NH2:10][OH:11].[OH-].[Na+], predict the reaction product. The product is: [N:1]1[CH:6]=[CH:5][CH:4]=[C:3]([CH:7]=[N:10][OH:11])[CH:2]=1.